Dataset: Peptide-MHC class II binding affinity with 134,281 pairs from IEDB. Task: Regression. Given a peptide amino acid sequence and an MHC pseudo amino acid sequence, predict their binding affinity value. This is MHC class II binding data. The peptide sequence is SAEVEEHRTIRVLEMV. The MHC is DRB1_0301 with pseudo-sequence DRB1_0301. The binding affinity (normalized) is 0.0223.